From a dataset of Peptide-MHC class II binding affinity with 134,281 pairs from IEDB. Regression. Given a peptide amino acid sequence and an MHC pseudo amino acid sequence, predict their binding affinity value. This is MHC class II binding data. (1) The peptide sequence is AAFTSSSKAATAKAP. The MHC is DRB5_0101 with pseudo-sequence DRB5_0101. The binding affinity (normalized) is 0.830. (2) The MHC is HLA-DQA10101-DQB10501 with pseudo-sequence HLA-DQA10101-DQB10501. The binding affinity (normalized) is 0.259. The peptide sequence is EEDIEIIPKQEEEY. (3) The peptide sequence is EKQYFAATQFEPLAA. The MHC is HLA-DPA10201-DPB10501 with pseudo-sequence HLA-DPA10201-DPB10501. The binding affinity (normalized) is 0.843. (4) The peptide sequence is GELQIVDRIDAAFKI. The MHC is DRB1_1302 with pseudo-sequence DRB1_1302. The binding affinity (normalized) is 0.920. (5) The peptide sequence is GELQIVDQIDAAFKI. The MHC is DRB4_0101 with pseudo-sequence DRB4_0103. The binding affinity (normalized) is 0.770. (6) The peptide sequence is VPPADKYKTFEAAFT. The MHC is DRB1_1201 with pseudo-sequence DRB1_1201. The binding affinity (normalized) is 0.0620. (7) The peptide sequence is CSCRDQSEAQLALTI. The MHC is HLA-DQA10501-DQB10303 with pseudo-sequence HLA-DQA10501-DQB10303. The binding affinity (normalized) is 0.427. (8) The peptide sequence is AVKAGACMLDGGNML. The MHC is DRB1_0101 with pseudo-sequence DRB1_0101. The binding affinity (normalized) is 0.352.